Task: Predict the reaction yield, written as a fraction of the theoretical maximum amount of product (1.0 means a 100% yield; for example, 0.34 means a 34% yield).. Dataset: Reaction yield outcomes from USPTO patents with 853,638 reactions (1) The reactants are C(=O)([O-])[O-].[K+].[K+].[Br:7][C:8]1[CH:13]=[CH:12][CH:11]=[CH:10][C:9]=1B(O)O.Br[C:18]1[CH:23]=[C:22]([O:24][CH3:25])[CH:21]=[C:20]([O:26][CH3:27])[CH:19]=1.N#N.C1(P(C2C=CC=CC=2)C2C=CC=CC=2)C=CC=CC=1. The catalyst is C([O-])(=O)C.[Pd+2].C([O-])(=O)C.COCCOC.O. The product is [Br:7][C:8]1[CH:13]=[CH:12][CH:11]=[CH:10][C:9]=1[C:18]1[CH:23]=[C:22]([O:24][CH3:25])[CH:21]=[C:20]([O:26][CH3:27])[CH:19]=1. The yield is 0.480. (2) The reactants are Cl[C:2]1[N:3]=[C:4]([N:19]2[CH2:24][CH2:23][O:22][CH2:21][CH2:20]2)[C:5]2[N:11]=[CH:10][C:9]([C:12]3[CH:13]=[C:14]([CH:16]=[CH:17][CH:18]=3)[NH2:15])=[CH:8][C:6]=2[N:7]=1.[C:25]([O:29][C:30]([NH:32][C:33]1[N:38]=[CH:37][C:36](B(O)O)=[CH:35][N:34]=1)=[O:31])([CH3:28])([CH3:27])[CH3:26].P([O-])([O-])([O-])=O.[K+].[K+].[K+].CN(C=O)C. The catalyst is C1C=CC([P]([Pd]([P](C2C=CC=CC=2)(C2C=CC=CC=2)C2C=CC=CC=2)([P](C2C=CC=CC=2)(C2C=CC=CC=2)C2C=CC=CC=2)[P](C2C=CC=CC=2)(C2C=CC=CC=2)C2C=CC=CC=2)(C2C=CC=CC=2)C2C=CC=CC=2)=CC=1.O. The product is [C:25]([O:29][C:30](=[O:31])[NH:32][C:33]1[N:38]=[CH:37][C:36]([C:2]2[N:3]=[C:4]([N:19]3[CH2:24][CH2:23][O:22][CH2:21][CH2:20]3)[C:5]3[N:11]=[CH:10][C:9]([C:12]4[CH:18]=[CH:17][CH:16]=[C:14]([NH2:15])[CH:13]=4)=[CH:8][C:6]=3[N:7]=2)=[CH:35][N:34]=1)([CH3:28])([CH3:26])[CH3:27]. The yield is 0.870. (3) The reactants are Cl.[F:2][C:3]([F:27])([F:26])[C:4]1[CH:5]=[CH:6][C:7]([O:10][C:11]2[CH:12]=[C:13]([CH:17]3[CH2:20][C:19]4([CH2:25][CH2:24][NH:23][CH2:22][CH2:21]4)[CH2:18]3)[CH:14]=[CH:15][CH:16]=2)=[N:8][CH:9]=1.C1([O:34][C:35](=O)[NH:36][C:37]2[O:41][N:40]=[C:39]([CH3:42])[C:38]=2[CH3:43])C=CC=CC=1. No catalyst specified. The product is [CH3:42][C:39]1[C:38]([CH3:43])=[C:37]([NH:36][C:35]([N:23]2[CH2:22][CH2:21][C:19]3([CH2:20][CH:17]([C:13]4[CH:14]=[CH:15][CH:16]=[C:11]([O:10][C:7]5[CH:6]=[CH:5][C:4]([C:3]([F:2])([F:26])[F:27])=[CH:9][N:8]=5)[CH:12]=4)[CH2:18]3)[CH2:25][CH2:24]2)=[O:34])[O:41][N:40]=1. The yield is 0.720. (4) The reactants are [N:1]1([CH2:5][C@@H:6]([NH2:10])[CH:7]([CH3:9])[CH3:8])[CH2:4][CH2:3][CH2:2]1.[CH:11](=O)[CH3:12].[Na].O. The catalyst is C(Cl)Cl. The product is [N:1]1([CH2:5][C@@H:6]([NH:10][CH2:11][CH3:12])[CH:7]([CH3:9])[CH3:8])[CH2:4][CH2:3][CH2:2]1. The yield is 0.200. (5) The reactants are [Cl:1][C:2]1[CH:3]=[C:4]2[C:8](=[CH:9][CH:10]=1)[N:7]([CH2:11][CH:12]1[CH2:14][CH2:13]1)[CH:6]=[C:5]2[C:15]1[O:16][CH:17]=[C:18]([C:20]([O:22]CC)=[O:21])[N:19]=1.[OH-].[Na+]. The catalyst is CCO. The product is [Cl:1][C:2]1[CH:3]=[C:4]2[C:8](=[CH:9][CH:10]=1)[N:7]([CH2:11][CH:12]1[CH2:13][CH2:14]1)[CH:6]=[C:5]2[C:15]1[O:16][CH:17]=[C:18]([C:20]([OH:22])=[O:21])[N:19]=1. The yield is 0.480.